From a dataset of Full USPTO retrosynthesis dataset with 1.9M reactions from patents (1976-2016). Predict the reactants needed to synthesize the given product. (1) Given the product [F:12][C:10]1[NH:11][C:6](=[O:5])[C:7]([CH2:13][N:14]2[CH2:19][CH2:18][CH:17]([C:20](=[O:29])[CH2:21][C:22]3[CH:27]=[CH:26][CH:25]=[CH:24][C:23]=3[F:28])[CH2:16][CH2:15]2)=[N:8][CH:9]=1, predict the reactants needed to synthesize it. The reactants are: C([O:5][C:6]1[C:7]([CH2:13][N:14]2[CH2:19][CH2:18][CH:17]([C:20](=[O:29])[CH2:21][C:22]3[CH:27]=[CH:26][CH:25]=[CH:24][C:23]=3[F:28])[CH2:16][CH2:15]2)=[N:8][CH:9]=[C:10]([F:12])[N:11]=1)(C)(C)C. (2) Given the product [CH2:29]([O:31][C:32](=[O:35])[CH2:33][O:18][C:15]1[CH:16]=[CH:17][C:12]([C:10](=[N:9][O:8][CH2:7][C:6]2[CH:19]=[CH:20][C:3]([C:2]([F:21])([F:22])[F:1])=[CH:4][CH:5]=2)[CH3:11])=[CH:13][CH:14]=1)[CH3:30], predict the reactants needed to synthesize it. The reactants are: [F:1][C:2]([F:22])([F:21])[C:3]1[CH:20]=[CH:19][C:6]([CH2:7][O:8][N:9]=[C:10]([C:12]2[CH:17]=[CH:16][C:15]([OH:18])=[CH:14][CH:13]=2)[CH3:11])=[CH:5][CH:4]=1.C(=O)([O-])[O-].[Cs+].[Cs+].[CH2:29]([O:31][C:32](=[O:35])[CH2:33]Cl)[CH3:30].O. (3) The reactants are: [Cl:1][C:2]1[C:9]([Cl:10])=[CH:8][CH:7]=[C:6]([N+:11]([O-:13])=[O:12])[C:3]=1[C:4]#[N:5].[H]1[BH2][H][BH2]1. Given the product [ClH:1].[Cl:1][C:2]1[C:9]([Cl:10])=[CH:8][CH:7]=[C:6]([N+:11]([O-:13])=[O:12])[C:3]=1[CH2:4][NH2:5], predict the reactants needed to synthesize it. (4) Given the product [OH:17][C:4]1([C:40]2[CH:39]=[C:38]([C:45]([F:54])([F:53])[F:44])[CH:37]=[CH:42][C:41]=2[OH:43])[C:3]2[C:7](=[CH:8][CH:9]=[CH:10][CH:2]=2)[N:6]([CH2:11][CH2:12][CH2:13][CH2:14][CH3:15])[C:5]1=[O:16], predict the reactants needed to synthesize it. The reactants are: Br[C:2]1[CH:10]=[CH:9][CH:8]=[C:7]2[C:3]=1[C:4](=[O:17])[C:5](=[O:16])[N:6]2[CH2:11][CH2:12][CH2:13][CH2:14][CH3:15].C(N1C2C(=CC=CC=2)C(=O)C1=O)CCCC.O1[C:38]2[CH:39]=[CH:40][C:41]([OH:43])=[CH:42][C:37]=2OC1.[F:44][C:45]([F:54])([F:53])C1C(O)=CC=CC=1.